Dataset: Full USPTO retrosynthesis dataset with 1.9M reactions from patents (1976-2016). Task: Predict the reactants needed to synthesize the given product. (1) Given the product [Cl:1][C:2]1[CH:18]=[CH:17][C:16]([C:19]([F:22])([F:21])[F:20])=[CH:15][C:3]=1[C:4]([NH:6][C@H:7]1[CH2:12][CH2:11][C@H:10]([CH2:13][NH:27][C:26]2[CH:28]=[CH:29][CH:30]=[C:24]([F:23])[CH:25]=2)[CH2:9][CH2:8]1)=[O:5], predict the reactants needed to synthesize it. The reactants are: [Cl:1][C:2]1[CH:18]=[CH:17][C:16]([C:19]([F:22])([F:21])[F:20])=[CH:15][C:3]=1[C:4]([NH:6][C@H:7]1[CH2:12][CH2:11][C@H:10]([CH:13]=O)[CH2:9][CH2:8]1)=[O:5].[F:23][C:24]1[CH:25]=[C:26]([CH:28]=[CH:29][CH:30]=1)[NH2:27].C(O[BH-](OC(=O)C)OC(=O)C)(=O)C.[Na+].[OH-].[Na+]. (2) The reactants are: C([Li])CCC.Br[C:7]1[CH:12]=[CH:11][C:10]([CH2:13][CH2:14][O:15][CH:16]2[CH2:21][CH2:20][CH2:19][CH2:18][O:17]2)=[CH:9][CH:8]=1.CN(C)[CH:24]=[O:25].[Cl-].[NH4+]. Given the product [O:17]1[CH2:18][CH2:19][CH2:20][CH2:21][CH:16]1[O:15][CH2:14][CH2:13][C:10]1[CH:11]=[CH:12][C:7]([CH:24]=[O:25])=[CH:8][CH:9]=1, predict the reactants needed to synthesize it. (3) Given the product [Cl:1][C:2]1[CH:3]=[C:4]([NH:9][C:10]2[C:14]3[CH:15]=[C:16]([C:19]4[CH:24]=[CH:23][CH:22]=[CH:21][CH:20]=4)[CH:17]=[CH:18][C:13]=3[S:12][C:11]=2[NH2:25])[CH:5]=[CH:6][C:7]=1[F:8], predict the reactants needed to synthesize it. The reactants are: [Cl:1][C:2]1[CH:3]=[C:4]([NH:9][C:10]2[C:14]3[CH:15]=[C:16]([C:19]4[CH:24]=[CH:23][CH:22]=[CH:21][CH:20]=4)[CH:17]=[CH:18][C:13]=3[S:12][C:11]=2[N+:25]([O-])=O)[CH:5]=[CH:6][C:7]=1[F:8]. (4) Given the product [NH:29]1[CH:5]=[CH:4][CH:3]=[C:2]1[C:6]1[NH:10][C:9]2[CH:11]=[CH:12][C:13]([NH2:15])=[CH:14][C:8]=2[N:7]=1, predict the reactants needed to synthesize it. The reactants are: O1[CH:5]=[CH:4][CH:3]=[C:2]1[C:6]1[NH:10][C:9]2[CH:11]=[CH:12][C:13](/[N:15]=C/C3C=CC=C(C)C=3)=[CH:14][C:8]=2[N:7]=1.ClC1C=C(C=CC=1)/C=[N:29]/C1C=CC2NC(C3OC=CC=3)=NC=2C=1.FC1C=C(C=CC=1)/C=N/C1C=CC2NC(C3OC=CC=3)=NC=2C=1. (5) Given the product [C:1]([O:5][C:6]([CH2:8][C@@H:9]1[CH2:12][C@H:11]([C:13]([OH:15])=[O:14])[CH2:10]1)=[O:7])([CH3:4])([CH3:2])[CH3:3], predict the reactants needed to synthesize it. The reactants are: [C:1]([O:5][C:6]([CH:8]=[C:9]1[CH2:12][CH:11]([C:13]([OH:15])=[O:14])[CH2:10]1)=[O:7])([CH3:4])([CH3:3])[CH3:2].[H][H]. (6) Given the product [Cl:41][C:42]1[CH:47]=[C:46]([F:48])[CH:45]=[CH:44][C:43]=1[C:2]1[CH:11]=[C:10]([CH2:12][N:13]2[CH2:18][CH:17]3[CH2:19][CH:14]2[CH2:15][N:16]3[CH:20]([CH3:22])[CH3:21])[CH:9]=[C:8]2[C:3]=1[CH2:4][N:5]([CH2:32][C:33]1[CH:34]=[CH:35][C:36]([O:39][CH3:40])=[CH:37][CH:38]=1)[C:6](=[O:31])[N:7]2[C:23]1[C:24]([Cl:30])=[CH:25][CH:26]=[CH:27][C:28]=1[Cl:29], predict the reactants needed to synthesize it. The reactants are: Br[C:2]1[CH:11]=[C:10]([CH2:12][N:13]2[CH2:18][CH:17]3[CH2:19][CH:14]2[CH2:15][N:16]3[CH:20]([CH3:22])[CH3:21])[CH:9]=[C:8]2[C:3]=1[CH2:4][N:5]([CH2:32][C:33]1[CH:38]=[CH:37][C:36]([O:39][CH3:40])=[CH:35][CH:34]=1)[C:6](=[O:31])[N:7]2[C:23]1[C:28]([Cl:29])=[CH:27][CH:26]=[CH:25][C:24]=1[Cl:30].[Cl:41][C:42]1[CH:47]=[C:46]([F:48])[CH:45]=[CH:44][C:43]=1B(O)O.C(=O)([O-])[O-].[Na+].[Na+].